From a dataset of Full USPTO retrosynthesis dataset with 1.9M reactions from patents (1976-2016). Predict the reactants needed to synthesize the given product. (1) Given the product [CH2:1]([O:8][C:9]1[CH:16]=[C:15]([O:17][CH3:18])[CH:14]=[CH:13][C:10]=1/[CH:11]=[CH:27]/[C:28]([O:30][CH2:31][CH3:32])=[O:29])[C:2]1[CH:7]=[CH:6][CH:5]=[CH:4][CH:3]=1, predict the reactants needed to synthesize it. The reactants are: [CH2:1]([O:8][C:9]1[CH:16]=[C:15]([O:17][CH3:18])[CH:14]=[CH:13][C:10]=1[CH:11]=O)[C:2]1[CH:7]=[CH:6][CH:5]=[CH:4][CH:3]=1.C(OP([CH2:27][C:28]([O:30][CH2:31][CH3:32])=[O:29])(OCC)=O)C.CN(C)C=O.[H-].[Na+]. (2) Given the product [C:1]([O:5][C:6]([N:8]1[CH2:9][CH2:10][N:11]([C:14]2[N:19]=[CH:18][C:17]([C:20]3[CH:25]=[CH:24][C:23]([C:48]([F:59])([F:58])[F:47])=[CH:22][CH:21]=3)=[CH:16][N:15]=2)[CH2:12][CH2:13]1)=[O:7])([CH3:2])([CH3:3])[CH3:4], predict the reactants needed to synthesize it. The reactants are: [C:1]([O:5][C:6]([N:8]1[CH2:13][CH2:12][N:11]([C:14]2[N:19]=[CH:18][C:17]([C:20]3[CH:25]=[CH:24][C:23](F)=[CH:22][CH:21]=3)=[CH:16][N:15]=2)[CH2:10][CH2:9]1)=[O:7])([CH3:4])([CH3:3])[CH3:2].C(OC(N1CCN(C2N=CC(Br)=CN=2)CC1)=O)(C)(C)C.[F:47][C:48]([F:59])([F:58])C1C=CC(B(O)O)=CC=1. (3) Given the product [Cl:41][C:38]1[CH:37]=[CH:36][C:35]([C:32]2[S:33][CH:34]=[C:30]([CH2:29][S:28][C:14]3[C:15]([C:26]#[N:27])=[C:16]([C:20]4[CH:25]=[CH:24][CH:23]=[CH:22][CH:21]=4)[C:17]([C:18]#[N:19])=[C:12]([O:4][CH2:1][CH2:2][CH3:3])[N:13]=3)[N:31]=2)=[CH:40][CH:39]=1, predict the reactants needed to synthesize it. The reactants are: [CH2:1]([OH:4])[CH2:2][CH3:3].CC(C)([O-])C.[K+].Cl[C:12]1[C:17]([C:18]#[N:19])=[C:16]([C:20]2[CH:25]=[CH:24][CH:23]=[CH:22][CH:21]=2)[C:15]([C:26]#[N:27])=[C:14]([S:28][CH2:29][C:30]2[N:31]=[C:32]([C:35]3[CH:40]=[CH:39][C:38]([Cl:41])=[CH:37][CH:36]=3)[S:33][CH:34]=2)[N:13]=1. (4) Given the product [Cl:1][C:2]1[CH:7]=[CH:6][C:5]([C:8]([F:9])([F:10])[F:11])=[CH:4][C:3]=1[NH:12][C:13]1[O:17][C:16]([C:18]2[CH:23]=[CH:22][C:21]([O:24][C:36]3[N:41]=[C:40]([NH2:42])[N:39]=[C:38]([NH2:43])[CH:37]=3)=[CH:20][CH:19]=2)=[N:15][N:14]=1, predict the reactants needed to synthesize it. The reactants are: [Cl:1][C:2]1[CH:7]=[CH:6][C:5]([C:8]([F:11])([F:10])[F:9])=[CH:4][C:3]=1[NH:12][C:13]1[O:17][C:16]([C:18]2[CH:23]=[CH:22][C:21]([OH:24])=[CH:20][CH:19]=2)=[N:15][N:14]=1.C[Si]([N-][Si](C)(C)C)(C)C.[K+].Cl[C:36]1[N:41]=[C:40]([NH2:42])[N:39]=[C:38]([NH2:43])[CH:37]=1.C([O-])([O-])=O.[K+].[K+]. (5) Given the product [O:31]=[C:28]([NH:1][C:2]1[CH:27]=[CH:26][C:5]2[O:6][C:7]3[CH:25]=[CH:24][CH:23]=[CH:22][C:8]=3[C@@H:9]3[C@H:14]([NH:15][C:16](=[O:21])[C:17]([F:19])([F:20])[F:18])[CH2:13][CH2:12][CH2:11][N:10]3[C:4]=2[CH:3]=1)[CH2:29][CH3:30], predict the reactants needed to synthesize it. The reactants are: [NH2:1][C:2]1[CH:27]=[CH:26][C:5]2[O:6][C:7]3[CH:25]=[CH:24][CH:23]=[CH:22][C:8]=3[C@@H:9]3[C@H:14]([NH:15][C:16](=[O:21])[C:17]([F:20])([F:19])[F:18])[CH2:13][CH2:12][CH2:11][N:10]3[C:4]=2[CH:3]=1.[C:28](Cl)(=[O:31])[CH2:29][CH3:30].C(N(CC)CC)C. (6) Given the product [CH3:1][O:2][C:3]1[CH:8]=[CH:7][C:6]([CH:9]=[CH:10][C:11]([OH:13])=[O:12])=[CH:5][C:4]=1[C:16]1[C:25]([O:26][CH2:27][C:28]2[CH:33]=[CH:32][CH:31]=[C:30]([OH:34])[CH:29]=2)=[CH:24][C:23]2[C:22]([CH3:39])([CH3:38])[CH2:21][CH2:20][C:19]([CH3:41])([CH3:40])[C:18]=2[CH:17]=1, predict the reactants needed to synthesize it. The reactants are: [CH3:1][O:2][C:3]1[CH:8]=[CH:7][C:6]([CH:9]=[CH:10][C:11]([O:13]CC)=[O:12])=[CH:5][C:4]=1[C:16]1[C:25]([O:26][CH2:27][C:28]2[CH:33]=[CH:32][CH:31]=[C:30]([O:34]COC)[CH:29]=2)=[CH:24][C:23]2[C:22]([CH3:39])([CH3:38])[CH2:21][CH2:20][C:19]([CH3:41])([CH3:40])[C:18]=2[CH:17]=1. (7) Given the product [F:15][C:16]1[CH:21]=[CH:20][CH:19]=[CH:18][C:17]=1[NH:22][C:23](=[O:24])[O:12][C:9]1[CH:10]=[C:11]2[C:6]([CH2:5][CH2:4][CH2:3][N:2]2[CH3:1])=[CH:7][CH:8]=1, predict the reactants needed to synthesize it. The reactants are: [CH3:1][N:2]1[C:11]2[C:6](=[CH:7][CH:8]=[C:9]([OH:12])[CH:10]=2)[CH2:5][CH2:4][CH2:3]1.[H-].[Na+].[F:15][C:16]1[CH:21]=[CH:20][CH:19]=[CH:18][C:17]=1[N:22]=[C:23]=[O:24]. (8) Given the product [Br:1][C:2]1[CH:7]=[CH:6][C:5]([CH2:8][N:11]([CH3:12])[CH3:10])=[CH:4][CH:3]=1, predict the reactants needed to synthesize it. The reactants are: [Br:1][C:2]1[CH:7]=[CH:6][C:5]([CH2:8]Br)=[CH:4][CH:3]=1.[CH3:10][NH:11][CH3:12].C(=O)([O-])[O-].[K+].[K+]. (9) Given the product [C:1]([O:5][C:6](=[O:15])[NH:7][CH2:8][CH:9]1[CH2:14][CH2:13][CH2:12][N:11]([S:29]([C:23]2[CH:28]=[CH:27][CH:26]=[CH:25][CH:24]=2)(=[O:31])=[O:30])[CH2:10]1)([CH3:4])([CH3:2])[CH3:3], predict the reactants needed to synthesize it. The reactants are: [C:1]([O:5][C:6](=[O:15])[NH:7][CH2:8][CH:9]1[CH2:14][CH2:13][CH2:12][NH:11][CH2:10]1)([CH3:4])([CH3:3])[CH3:2].C(N(CC)CC)C.[C:23]1([S:29](Cl)(=[O:31])=[O:30])[CH:28]=[CH:27][CH:26]=[CH:25][CH:24]=1. (10) Given the product [C:29]([C:31]1[CH:37]=[CH:36][CH:35]=[CH:34][C:32]=1[NH:33][C:2]1([C:26]#[N:27])[CH2:3][CH2:4][N:5]([C:8]2[CH:13]=[CH:12][C:11]([N:14]3[CH2:18][C@H:17]([CH2:19][NH:20][C:21](=[O:23])[CH3:22])[O:16][C:15]3=[O:24])=[CH:10][C:9]=2[F:25])[CH2:6][CH2:7]1)#[N:30], predict the reactants needed to synthesize it. The reactants are: O=[C:2]1[CH2:7][CH2:6][N:5]([C:8]2[CH:13]=[CH:12][C:11]([N:14]3[CH2:18][C@H:17]([CH2:19][NH:20][C:21](=[O:23])[CH3:22])[O:16][C:15]3=[O:24])=[CH:10][C:9]=2[F:25])[CH2:4][CH2:3]1.[C-:26]#[N:27].[Na+].[C:29]([C:31]1[CH:37]=[CH:36][CH:35]=[CH:34][C:32]=1[NH2:33])#[N:30].